This data is from Catalyst prediction with 721,799 reactions and 888 catalyst types from USPTO. The task is: Predict which catalyst facilitates the given reaction. Reactant: [CH2:1](O)[CH2:2][CH2:3][CH2:4][CH2:5][CH2:6][CH:7]=[CH:8][CH:9]=[CH:10][CH2:11][CH3:12].C(N(CC)CC)C.CN(C)C=O.CS([Cl:30])(=O)=O. Product: [Cl:30][CH2:1][CH2:2][CH2:3][CH2:4][CH2:5][CH2:6][CH:7]=[CH:8][CH:9]=[CH:10][CH2:11][CH3:12]. The catalyst class is: 805.